This data is from Forward reaction prediction with 1.9M reactions from USPTO patents (1976-2016). The task is: Predict the product of the given reaction. (1) Given the reactants C([O:8][C:9]1[CH:18]=[C:17]2[C:12]([C:13]([O:19][C:20]3[CH:29]=[C:28]4[C:23]([CH:24]=[CH:25][CH:26]=[N:27]4)=[CH:22][CH:21]=3)=[N:14][CH:15]=[N:16]2)=[CH:11][C:10]=1[O:30][CH3:31])C1C=CC=CC=1, predict the reaction product. The product is: [OH:8][C:9]1[CH:18]=[C:17]2[C:12]([C:13]([O:19][C:20]3[CH:29]=[C:28]4[C:23]([CH:24]=[CH:25][CH:26]=[N:27]4)=[CH:22][CH:21]=3)=[N:14][CH:15]=[N:16]2)=[CH:11][C:10]=1[O:30][CH3:31]. (2) Given the reactants Br[C:2]1[CH:7]=[CH:6][C:5]([C:8]2[O:12][N:11]=[C:10]([CH3:13])[C:9]=2[NH:14][CH:15]([CH3:20])[CH2:16][CH2:17][CH2:18][OH:19])=[CH:4][CH:3]=1.[CH2:21]([O:23][C:24](=[O:41])[CH2:25][C:26]1[CH:31]=[CH:30][CH:29]=[CH:28][C:27]=1B1OC(C)(C)C(C)(C)O1)[CH3:22], predict the reaction product. The product is: [CH2:21]([O:23][C:24](=[O:41])[CH2:25][C:26]1[CH:31]=[CH:30][CH:29]=[CH:28][C:27]=1[C:2]1[CH:7]=[CH:6][C:5]([C:8]2[O:12][N:11]=[C:10]([CH3:13])[C:9]=2[NH:14][CH:15]([CH3:20])[CH2:16][CH2:17][CH2:18][OH:19])=[CH:4][CH:3]=1)[CH3:22]. (3) Given the reactants [NH:1]1[CH:5]=[C:4]([C:6]2[CH:11]=[C:10]([C:12]([NH2:14])=[O:13])[CH:9]=[CH:8][N:7]=2)[N:3]=[CH:2]1.[CH2:15]([O:17][C:18]1[CH:23]=[CH:22][CH:21]=[CH:20][C:19]=1[CH2:24][CH2:25]OS(C)(=O)=O)[CH3:16].C([O-])([O-])=O.[K+].[K+], predict the reaction product. The product is: [CH2:15]([O:17][C:18]1[CH:23]=[CH:22][CH:21]=[CH:20][C:19]=1[CH2:24][CH2:25][N:1]1[CH:5]=[C:4]([C:6]2[CH:11]=[C:10]([C:12]([NH2:14])=[O:13])[CH:9]=[CH:8][N:7]=2)[N:3]=[CH:2]1)[CH3:16]. (4) Given the reactants [Br:1][C:2]1[CH:7]=[C:6]([F:8])[CH:5]=[CH:4][C:3]=1[CH:9]1[N:14]=[C:13]([C:15]2[S:16][CH:17]=[CH:18][N:19]=2)[NH:12][C:11]([CH2:20][N:21]2[CH2:26][CH2:25][O:24][CH2:23][CH:22]2[C:27](O)=[O:28])=[C:10]1[C:30]([O:32][CH2:33][CH3:34])=[O:31].Cl.[CH3:36][O:37][NH2:38].CCN=C=NCCCN(C)C.Cl.C1C=NC2N(O)N=NC=2C=1, predict the reaction product. The product is: [Br:1][C:2]1[CH:7]=[C:6]([F:8])[CH:5]=[CH:4][C:3]=1[CH:9]1[C:10]([C:30]([O:32][CH2:33][CH3:34])=[O:31])=[C:11]([CH2:20][N:21]2[CH2:26][CH2:25][O:24][CH2:23][C@H:22]2[C:27](=[O:28])[NH:38][O:37][CH3:36])[NH:12][C:13]([C:15]2[S:16][CH:17]=[CH:18][N:19]=2)=[N:14]1. (5) Given the reactants [C:1]([O:5][C:6](=[O:24])[CH2:7][CH2:8][C@H:9]([C:21](O)=[O:22])[NH:10][C:11]([O:13][CH2:14][C:15]1[CH:20]=[CH:19][CH:18]=[CH:17][CH:16]=1)=[O:12])([CH3:4])([CH3:3])[CH3:2].C(N(CC)CC)C.ClC(OCC)=O.[BH4-].[Na+], predict the reaction product. The product is: [CH2:14]([O:13][C:11]([NH:10][C@@H:9]([CH2:21][OH:22])[CH2:8][CH2:7][C:6]([O:5][C:1]([CH3:2])([CH3:3])[CH3:4])=[O:24])=[O:12])[C:15]1[CH:16]=[CH:17][CH:18]=[CH:19][CH:20]=1. (6) Given the reactants [NH2:1][C:2]1[CH:7]=[C:6]([Br:8])[CH:5]=[CH:4][C:3]=1[NH:9][C:10]1[CH:15]=[CH:14][C:13]([C:16]([C:18]2[CH:23]=[CH:22][CH:21]=[CH:20][C:19]=2[CH3:24])=[O:17])=[C:12]([Cl:25])[CH:11]=1.[F:26][C:27]([F:34])([F:33])[CH2:28][S:29](Cl)(=[O:31])=[O:30], predict the reaction product. The product is: [Br:8][C:6]1[CH:5]=[CH:4][C:3]([NH:9][C:10]2[CH:15]=[CH:14][C:13]([C:16]([C:18]3[CH:23]=[CH:22][CH:21]=[CH:20][C:19]=3[CH3:24])=[O:17])=[C:12]([Cl:25])[CH:11]=2)=[C:2]([NH:1][S:29]([CH2:28][C:27]([F:34])([F:33])[F:26])(=[O:31])=[O:30])[CH:7]=1. (7) The product is: [F:1][C:2]1[CH:3]=[C:4]2[C:8](=[CH:9][CH:10]=1)[NH:7][CH:6]=[C:5]2[CH2:11][CH:12]1[CH2:17][CH2:16][NH:15][CH2:14][CH2:13]1. Given the reactants [F:1][C:2]1[CH:3]=[C:4]2[C:8](=[CH:9][CH:10]=1)[NH:7][CH:6]=[C:5]2[CH2:11][C:12]1[CH:17]=[CH:16][N:15]=[CH:14][CH:13]=1, predict the reaction product.